From a dataset of HIV replication inhibition screening data with 41,000+ compounds from the AIDS Antiviral Screen. Binary Classification. Given a drug SMILES string, predict its activity (active/inactive) in a high-throughput screening assay against a specified biological target. (1) The molecule is CC(=NN)C(CN1CCOCC1)C(c1ccccc1)c1c(O)c2ccccc2oc1=O.Cl. The result is 0 (inactive). (2) The molecule is O=S1(=O)c2ccccc2-c2nccc3ccnc1c23. The result is 0 (inactive).